Dataset: Full USPTO retrosynthesis dataset with 1.9M reactions from patents (1976-2016). Task: Predict the reactants needed to synthesize the given product. (1) The reactants are: C(OC(=O)[NH:7][CH2:8][CH2:9][C:10]1[CH:15]=[CH:14][C:13]([O:16][C:17](=[O:26])[N:18]([CH3:25])[C:19]2[CH:24]=[CH:23][CH:22]=[CH:21][CH:20]=2)=[CH:12][CH:11]=1)(C)(C)C.[C:28]([OH:34])([C:30]([F:33])([F:32])[F:31])=[O:29]. Given the product [NH2:7][CH2:8][CH2:9][C:10]1[CH:11]=[CH:12][C:13]([O:16][C:17](=[O:26])[N:18]([CH3:25])[C:19]2[CH:20]=[CH:21][CH:22]=[CH:23][CH:24]=2)=[CH:14][CH:15]=1.[C:28]([OH:34])([C:30]([F:33])([F:32])[F:31])=[O:29], predict the reactants needed to synthesize it. (2) Given the product [NH:1]1[C:5]2[CH:6]=[CH:7][C:8]([CH2:10][OH:12])=[CH:9][C:4]=2[N:3]=[CH:27]1, predict the reactants needed to synthesize it. The reactants are: [NH:1]1[C:5]2[CH:6]=[CH:7][C:8]([C:10]([OH:12])=O)=[CH:9][C:4]=2[N:3]=N1.[H-].[Al+3].[Li+].[H-].[H-].[H-].[O-]S([O-])(=O)=O.[Na+].[Na+].O1CCC[CH2:27]1. (3) Given the product [Cl:3][C:4]1[CH:9]=[CH:8][C:7]([C:10]([NH:12][C@@H:13]([CH:18]2[CH2:23][CH2:22][CH2:21][CH2:20][CH2:19]2)[C:14]([OH:16])=[O:15])=[O:11])=[C:6]([NH:24][C:25]([NH:27][C:28]2[C:29]([Cl:35])=[CH:30][CH:31]=[CH:32][C:33]=2[Cl:34])=[O:26])[CH:5]=1, predict the reactants needed to synthesize it. The reactants are: [OH-].[Li+].[Cl:3][C:4]1[CH:9]=[CH:8][C:7]([C:10]([NH:12][C@@H:13]([CH:18]2[CH2:23][CH2:22][CH2:21][CH2:20][CH2:19]2)[C:14]([O:16]C)=[O:15])=[O:11])=[C:6]([NH:24][C:25]([NH:27][C:28]2[C:33]([Cl:34])=[CH:32][CH:31]=[CH:30][C:29]=2[Cl:35])=[O:26])[CH:5]=1.CO.Cl. (4) Given the product [CH3:16][C:15]([CH3:18])([CH3:17])[CH2:14][N:13]1[C:6]2[N:7]=[C:8]([C:11]#[N:12])[N:9]=[CH:10][C:5]=2[CH:4]=[C:3]1[CH2:2][N:21]1[C:22](=[O:29])[C:23]2([CH2:28][CH2:27][S:26][CH2:25][CH2:24]2)[O:19][C:20]1=[O:30], predict the reactants needed to synthesize it. The reactants are: Br[CH2:2][C:3]1[N:13]([CH2:14][C:15]([CH3:18])([CH3:17])[CH3:16])[C:6]2[N:7]=[C:8]([C:11]#[N:12])[N:9]=[CH:10][C:5]=2[CH:4]=1.[O:19]1[C:23]2([CH2:28][CH2:27][S:26][CH2:25][CH2:24]2)[C:22](=[O:29])[NH:21][C:20]1=[O:30].C([O-])([O-])=O.[K+].[K+]. (5) Given the product [CH2:12]([N:14]1[CH:22]=[C:21]2[C:16]([CH:17]=[C:18]([C:34]([NH:7][C:5]3[CH:4]=[N:3][N:2]([CH3:1])[N:6]=3)=[O:35])[CH:19]=[C:20]2[O:23][C:24]2[CH:25]=[CH:26][C:27]([S:30]([CH3:33])(=[O:32])=[O:31])=[CH:28][CH:29]=2)=[N:15]1)[CH3:13], predict the reactants needed to synthesize it. The reactants are: [CH3:1][N:2]1[N:6]=[C:5]([NH2:7])[CH:4]=[N:3]1.C[Al](C)C.[CH2:12]([N:14]1[CH:22]=[C:21]2[C:16]([CH:17]=[C:18]([C:34](OC)=[O:35])[CH:19]=[C:20]2[O:23][C:24]2[CH:29]=[CH:28][C:27]([S:30]([CH3:33])(=[O:32])=[O:31])=[CH:26][CH:25]=2)=[N:15]1)[CH3:13].C(C(C(C([O-])=O)O)O)([O-])=O.[Na+].[K+]. (6) Given the product [F:2][C:3]1[CH:4]=[CH:5][C:6]([C:9]2[C:13]3[N:14]=[CH:15][NH:16][C:17](=[O:18])[C:12]=3[S:11][CH:10]=2)=[CH:7][CH:8]=1, predict the reactants needed to synthesize it. The reactants are: Cl.[F:2][C:3]1[CH:8]=[CH:7][C:6]([C:9]2[C:13]3[N:14]=[CH:15][N:16]=[C:17]([O:18]C)[C:12]=3[S:11][CH:10]=2)=[CH:5][CH:4]=1. (7) The reactants are: N1C=CC=CC=1.[Cl:7][C:8]1[CH:13]=[CH:12][C:11]([C:14]2[CH:15]=[CH:16][C:17]([C:20]#[C:21][C:22]3[CH:23]=[CH:24][C:25]([N:28]4[CH2:32][CH2:31][C@@H:30]([OH:33])[CH2:29]4)=[N:26][CH:27]=3)=[N:18][CH:19]=2)=[CH:10][CH:9]=1.C([O-])(O)=O.[Na+].C(OC)(C)(C)C. Given the product [Cl:7][C:8]1[CH:13]=[CH:12][C:11]([C:14]2[CH:15]=[CH:16][C:17]([C:20]#[C:21][C:22]3[CH:23]=[CH:24][C:25]([N:28]4[CH2:32][CH2:31][C:30](=[O:33])[CH2:29]4)=[N:26][CH:27]=3)=[N:18][CH:19]=2)=[CH:10][CH:9]=1, predict the reactants needed to synthesize it. (8) Given the product [CH2:11]([NH:12][C:18](=[O:20])[C:17]1[CH:21]=[CH:22][C:14]([C:11]2[CH2:10][C:9]([C:4]3[CH:5]=[C:6]([Cl:8])[CH:7]=[C:2]([Cl:1])[CH:3]=3)([C:24]([F:27])([F:26])[F:25])[O:13][N:12]=2)=[CH:15][C:16]=1[F:23])[C:14]1[CH:22]=[CH:21][CH:17]=[CH:16][CH:15]=1, predict the reactants needed to synthesize it. The reactants are: [Cl:1][C:2]1[CH:3]=[C:4]([C:9]2([C:24]([F:27])([F:26])[F:25])[O:13][N:12]=[C:11]([C:14]3[CH:22]=[CH:21][C:17]([C:18]([OH:20])=O)=[C:16]([F:23])[CH:15]=3)[CH2:10]2)[CH:5]=[C:6]([Cl:8])[CH:7]=1. (9) Given the product [C:12]([O:11][C:9]([NH:8][C:6]1[CH:5]=[CH:4][C:3]([N+:16]([O-:18])=[O:17])=[C:2]([NH:1][C:19]([O:43][CH:42]([CH:44]2[CH2:27][CH2:26][NH:25][CH2:28][CH2:29]2)[C:39]2[CH:38]=[CH:37][N:36]=[CH:41][CH:40]=2)=[O:20])[CH:7]=1)=[O:10])([CH3:14])([CH3:15])[CH3:13], predict the reactants needed to synthesize it. The reactants are: [NH2:1][C:2]1[CH:7]=[C:6]([NH:8][C:9]([O:11][C:12]([CH3:15])([CH3:14])[CH3:13])=[O:10])[CH:5]=[CH:4][C:3]=1[N+:16]([O-:18])=[O:17].[C:19](Cl)(Cl)=[O:20].C([N:25]([CH2:28][CH3:29])[CH2:26][CH3:27])C.N1C=CC([N:36]2[CH2:41][CH2:40][CH:39]([CH2:42][OH:43])[CH2:38][CH2:37]2)=CC=1.[C:44]1(C)C=CC=CC=1. (10) Given the product [CH:1]1([C:9](=[O:11])[CH3:10])[CH2:8][CH2:7][CH2:6][CH2:5][CH2:4][CH:3]=[CH:2]1, predict the reactants needed to synthesize it. The reactants are: [CH:1]1([CH:9]([OH:11])[CH3:10])[CH2:8][CH2:7][CH2:6][CH2:5][CH2:4][CH:3]=[CH:2]1.[Cr](Cl)([O-])(=O)=O.[NH+]1C=CC=CC=1.